This data is from Catalyst prediction with 721,799 reactions and 888 catalyst types from USPTO. The task is: Predict which catalyst facilitates the given reaction. Reactant: [H-].[Na+].CN(C=O)C.[O:8]=[C:9]1[CH:18]=[C:17]([CH:19]=[O:20])[C:16]2[C:11](=[CH:12][CH:13]=[CH:14][CH:15]=2)[NH:10]1.[Cl:21][C:22]1[CH:29]=[CH:28][C:25]([CH2:26]Br)=[CH:24][CH:23]=1. Product: [Cl:21][C:22]1[CH:29]=[CH:28][C:25]([CH2:26][N:10]2[C:11]3[C:16](=[CH:15][CH:14]=[CH:13][CH:12]=3)[C:17]([CH:19]=[O:20])=[CH:18][C:9]2=[O:8])=[CH:24][CH:23]=1. The catalyst class is: 84.